Dataset: Full USPTO retrosynthesis dataset with 1.9M reactions from patents (1976-2016). Task: Predict the reactants needed to synthesize the given product. Given the product [Cl:43][C:44]1[CH:45]=[C:46]([N:51]2[C:10]([C:6]3[CH:7]=[N:8][CH:9]=[C:4]([O:3][CH3:2])[CH:5]=3)=[CH:11][C:12]([C:13]([OH:15])=[O:14])=[N:52]2)[CH:47]=[CH:48][C:49]=1[F:50], predict the reactants needed to synthesize it. The reactants are: [Li].[CH3:2][O:3][C:4]1[CH:5]=[C:6]([C:10]([O-])=[CH:11][C:12](=O)[C:13]([O:15]CC)=[O:14])[CH:7]=[N:8][CH:9]=1.ClC1C=C(C2N(C3C=CC=CN=3)N=C(C(O)=O)C=2)C=C(F)C=1.Cl.[Cl:43][C:44]1[CH:45]=[C:46]([NH:51][NH2:52])[CH:47]=[CH:48][C:49]=1[F:50].